Dataset: Full USPTO retrosynthesis dataset with 1.9M reactions from patents (1976-2016). Task: Predict the reactants needed to synthesize the given product. (1) The reactants are: [NH2:1][C:2]1[C:3]([C:20]([O:22]C)=[O:21])=[N:4][C:5]([C:8]2[C:13]([C:14]([F:17])([F:16])[F:15])=[C:12]([O:18][CH3:19])[CH:11]=[CH:10][N:9]=2)=[CH:6][N:7]=1.[OH-].[Na+].Cl. Given the product [NH2:1][C:2]1[C:3]([C:20]([OH:22])=[O:21])=[N:4][C:5]([C:8]2[C:13]([C:14]([F:17])([F:15])[F:16])=[C:12]([O:18][CH3:19])[CH:11]=[CH:10][N:9]=2)=[CH:6][N:7]=1, predict the reactants needed to synthesize it. (2) Given the product [Cl:26][C:22]1[CH:21]=[C:20]([CH2:19][OH:18])[CH:25]=[CH:24][N:23]=1, predict the reactants needed to synthesize it. The reactants are: [H-].C([Al+]CC(C)C)C(C)C.CCCCCC.C[O:18][C:19](=O)[C:20]1[CH:25]=[CH:24][N:23]=[C:22]([Cl:26])[CH:21]=1.Cl.C(=O)([O-])O.[Na+]. (3) Given the product [CH2:1]([O:3][C:4](=[O:24])[C:5]1[CH:10]=[CH:9][CH:8]=[C:7]([N:11]2[C:15]([CH3:16])=[CH:14][CH:13]=[C:12]2[C:17]2[CH:22]=[CH:21][CH:20]=[CH:19][C:18]=2[O:23][CH2:35][C:34]2[CH:37]=[CH:38][C:39]([Cl:40])=[C:32]([Cl:31])[CH:33]=2)[CH:6]=1)[CH3:2], predict the reactants needed to synthesize it. The reactants are: [CH2:1]([O:3][C:4](=[O:24])[C:5]1[CH:10]=[CH:9][CH:8]=[C:7]([N:11]2[C:15]([CH3:16])=[CH:14][CH:13]=[C:12]2[C:17]2[CH:22]=[CH:21][CH:20]=[CH:19][C:18]=2[OH:23])[CH:6]=1)[CH3:2].C([O-])([O-])=O.[K+].[K+].[Cl:31][C:32]1[CH:33]=[C:34]([CH:37]=[CH:38][C:39]=1[Cl:40])[CH2:35]Br. (4) Given the product [ClH:1].[NH:25]1[C:26]2[C:22](=[CH:21][C:20]([NH:19][C:2]3[C:11]4[C:6](=[CH:7][CH:8]=[CH:9][CH:10]=4)[C:5]([CH2:12][C:13]4[CH:18]=[CH:17][N:16]=[CH:15][CH:14]=4)=[N:4][N:3]=3)=[CH:28][CH:27]=2)[CH:23]=[CH:24]1, predict the reactants needed to synthesize it. The reactants are: [Cl:1][C:2]1[C:11]2[C:6](=[CH:7][CH:8]=[CH:9][CH:10]=2)[C:5]([CH2:12][C:13]2[CH:18]=[CH:17][N:16]=[CH:15][CH:14]=2)=[N:4][N:3]=1.[NH2:19][C:20]1[CH:21]=[C:22]2[C:26](=[CH:27][CH:28]=1)[NH:25][CH:24]=[CH:23]2.Cl.